Dataset: Forward reaction prediction with 1.9M reactions from USPTO patents (1976-2016). Task: Predict the product of the given reaction. Given the reactants Cl[CH2:2][CH2:3][CH2:4][CH2:5][N:6]1[C:10]2[CH:11]=[CH:12][CH:13]=[CH:14][C:9]=2[N:8]=[CH:7]1.[O:15]1[CH:19]=[CH:18][CH:17]=[C:16]1[N:20]1[CH2:25][CH2:24][NH:23][CH2:22][CH2:21]1.C(N(C(C)C)CC)(C)C.[I-].[K+], predict the reaction product. The product is: [O:15]1[CH:19]=[CH:18][CH:17]=[C:16]1[N:20]1[CH2:21][CH2:22][N:23]([CH2:2][CH2:3][CH2:4][CH2:5][N:6]2[C:10]3[CH:11]=[CH:12][CH:13]=[CH:14][C:9]=3[N:8]=[CH:7]2)[CH2:24][CH2:25]1.